Dataset: Full USPTO retrosynthesis dataset with 1.9M reactions from patents (1976-2016). Task: Predict the reactants needed to synthesize the given product. (1) Given the product [N:1]1([C:6]2[N:11]=[C:10]([CH:12]=[O:13])[CH:9]=[CH:8][CH:7]=2)[CH:5]=[CH:4][CH:3]=[N:2]1, predict the reactants needed to synthesize it. The reactants are: [N:1]1([C:6]2[N:11]=[C:10]([CH2:12][OH:13])[CH:9]=[CH:8][CH:7]=2)[CH:5]=[CH:4][CH:3]=[N:2]1. (2) Given the product [C:25]([N:28]1[CH2:32][CH2:31][N:30]([C:2]2[CH:3]=[C:4]([CH3:24])[C:5]([C:8]([N:10]3[CH2:15][CH2:14][N:13]([C:16]4[C:21]([CH3:22])=[CH:20][C:19]([CH3:23])=[CH:18][N:17]=4)[CH2:12][CH2:11]3)=[O:9])=[CH:6][N:7]=2)[C:29]1=[O:33])(=[O:27])[CH3:26], predict the reactants needed to synthesize it. The reactants are: Br[C:2]1[N:7]=[CH:6][C:5]([C:8]([N:10]2[CH2:15][CH2:14][N:13]([C:16]3[C:21]([CH3:22])=[CH:20][C:19]([CH3:23])=[CH:18][N:17]=3)[CH2:12][CH2:11]2)=[O:9])=[C:4]([CH3:24])[CH:3]=1.[C:25]([N:28]1[CH2:32][CH2:31][NH:30][C:29]1=[O:33])(=[O:27])[CH3:26]. (3) Given the product [Br:1][C:2]1[CH:20]=[C:19]([CH2:34][CH3:35])[C:5]([C:6]([NH:8][C:9]2[CH:10]=[CH:11][CH:12]=[C:13]3[C:18]=2[N:17]=[CH:16][CH:15]=[CH:14]3)=[O:7])=[C:4]([CH2:22][CH3:25])[CH:3]=1, predict the reactants needed to synthesize it. The reactants are: [Br:1][C:2]1[CH:20]=[CH:19][C:5]([C:6]([NH:8][C:9]2[CH:10]=[CH:11][CH:12]=[C:13]3[C:18]=2[N:17]=[CH:16][CH:15]=[CH:14]3)=[O:7])=[CH:4][CH:3]=1.C(O)(=O)[C:22]([CH3:25])(C)C.C(=O)([O-])[O-].[K+].[K+].[CH2:34](I)[CH3:35]. (4) Given the product [F:5][C:6]1[CH:15]=[CH:14][C:13]([O:16][CH2:17][CH2:18][CH3:19])=[C:12]2[C:7]=1[C:8](=[O:37])[C:9]([C:29]1[CH:30]=[CH:31][C:32]([O:35][CH3:36])=[CH:33][CH:34]=1)=[CH:10][N:11]2[CH2:20][CH2:21][S:22][CH2:23][CH2:24][C:25]([OH:27])=[O:26], predict the reactants needed to synthesize it. The reactants are: O.[OH-].[Li+].O.[F:5][C:6]1[CH:15]=[CH:14][C:13]([O:16][CH2:17][CH2:18][CH3:19])=[C:12]2[C:7]=1[C:8](=[O:37])[C:9]([C:29]1[CH:34]=[CH:33][C:32]([O:35][CH3:36])=[CH:31][CH:30]=1)=[CH:10][N:11]2[CH2:20][CH2:21][S:22][CH2:23][CH2:24][C:25]([O:27]C)=[O:26]. (5) The reactants are: Cl[C:2]1[CH:7]=[C:6]([C:8]([NH:10][CH2:11][C:12]23[CH2:21][CH:16]4[CH2:17][CH:18]([CH2:20][CH:14]([CH2:15]4)[CH2:13]2)[CH2:19]3)=[O:9])[C:5]([Cl:22])=[CH:4][N:3]=1.CC1(C)C(C)(C)OB([C:31]2[CH:41]=[CH:40][CH:39]=[CH:38][C:32]=2[C:33]([O:35][CH2:36][CH3:37])=[O:34])O1.C(=O)([O-])[O-].[K+].[K+]. Given the product [Cl:22][C:5]1[C:6]([C:8]([NH:10][CH2:11][C:12]23[CH2:19][CH:18]4[CH2:17][CH:16]([CH2:15][CH:14]([CH2:20]4)[CH2:13]2)[CH2:21]3)=[O:9])=[CH:7][C:2]([C:38]2[CH:39]=[CH:40][CH:41]=[CH:31][C:32]=2[C:33]([O:35][CH2:36][CH3:37])=[O:34])=[N:3][CH:4]=1, predict the reactants needed to synthesize it. (6) Given the product [Cl:9][C:4]1[CH:5]=[C:6]([Cl:8])[N:7]=[C:2]([NH:1][C:19]([C:18]2[CH:22]=[C:23]([N+:26]([O-:28])=[O:27])[CH:24]=[CH:25][C:17]=2[Cl:16])=[O:20])[N:3]=1, predict the reactants needed to synthesize it. The reactants are: [NH2:1][C:2]1[N:7]=[C:6]([Cl:8])[CH:5]=[C:4]([Cl:9])[N:3]=1.CC(N(C)C)=O.[Cl:16][C:17]1[CH:25]=[CH:24][C:23]([N+:26]([O-:28])=[O:27])=[CH:22][C:18]=1[C:19](Cl)=[O:20].C(=O)(O)[O-].[Na+].